From a dataset of Forward reaction prediction with 1.9M reactions from USPTO patents (1976-2016). Predict the product of the given reaction. (1) The product is: [NH4+:6].[OH-:18].[CH:1]([C:4]1[C:5](=[O:18])[N:6]([CH2:15][C:16]#[C:17][C:20]2[CH:21]=[C:22]3[CH2:37][C@@:27]4([C:35]5[C:30](=[N:31][CH:32]=[CH:33][CH:34]=5)[NH:29][C:28]4=[O:36])[CH2:26][C:23]3=[N:24][CH:25]=2)[C:7]2([CH2:14][CH2:13][CH2:12][CH2:11][CH2:10][CH2:9]2)[N:8]=1)([CH3:3])[CH3:2]. Given the reactants [CH:1]([C:4]1[C:5](=[O:18])[N:6]([CH2:15][C:16]#[CH:17])[C:7]2([CH2:14][CH2:13][CH2:12][CH2:11][CH2:10][CH2:9]2)[N:8]=1)([CH3:3])[CH3:2].I[C:20]1[CH:21]=[C:22]2[CH2:37][C@@:27]3([C:35]4[C:30](=[N:31][CH:32]=[CH:33][CH:34]=4)[NH:29][C:28]3=[O:36])[CH2:26][C:23]2=[N:24][CH:25]=1.C(N(CC)CC)C.C([O-])(O)=O.[Na+], predict the reaction product. (2) Given the reactants [CH2:1]([O:3][C:4](=[O:21])[CH2:5][C:6]([N:8]([N:15]1[CH2:20][CH2:19][CH2:18][CH2:17][CH2:16]1)[CH2:9][CH2:10][C:11]([O:13]C)=O)=[O:7])[CH3:2].C([O-])([O-])=O.[Cs+].[Cs+], predict the reaction product. The product is: [O:7]=[C:6]1[CH:5]([C:4]([O:3][CH2:1][CH3:2])=[O:21])[C:11](=[O:13])[CH2:10][CH2:9][N:8]1[N:15]1[CH2:20][CH2:19][CH2:18][CH2:17][CH2:16]1. (3) Given the reactants [CH3:1][O:2][C:3]1[CH:4]=[C:5]2[C:10](=[CH:11][C:12]=1[O:13][CH3:14])[N:9]=[CH:8][CH:7]=[C:6]2[O:15][C:16]1[CH:22]=[CH:21][C:19]([NH2:20])=[C:18]([CH3:23])[C:17]=1[CH3:24].Cl[C:26](Cl)([O:28]C(=O)OC(Cl)(Cl)Cl)Cl.[O:37]1[CH2:42][CH2:41][N:40]([CH2:43][CH2:44][CH:45]([OH:49])[CH2:46][CH2:47][CH3:48])[CH2:39][CH2:38]1.C(=O)(O)[O-].[Na+], predict the reaction product. The product is: [CH3:1][O:2][C:3]1[CH:4]=[C:5]2[C:10](=[CH:11][C:12]=1[O:13][CH3:14])[N:9]=[CH:8][CH:7]=[C:6]2[O:15][C:16]1[CH:22]=[CH:21][C:19]([NH:20][C:26](=[O:28])[O:49][CH:45]([CH2:44][CH2:43][N:40]2[CH2:41][CH2:42][O:37][CH2:38][CH2:39]2)[CH2:46][CH2:47][CH3:48])=[C:18]([CH3:23])[C:17]=1[CH3:24]. (4) The product is: [C:1]([O:4][C@@H:5]1[C@@H:10]([O:11][C:12](=[O:14])[CH3:13])[C@H:9]([O:15][C:16](=[O:18])[CH3:17])[C@@H:8]([S:19][CH3:20])[O:7][C@H:6]1[C:21]1[CH:26]=[CH:25][C:24]([CH3:27])=[C:23]([CH2:28][C:29]2[CH:34]=[CH:33][C:32](/[CH:39]=[CH:38]/[CH2:37][C:36]#[N:40])=[CH:31][CH:30]=2)[CH:22]=1)(=[O:3])[CH3:2]. Given the reactants [C:1]([O:4][C@@H:5]1[C@@H:10]([O:11][C:12](=[O:14])[CH3:13])[C@H:9]([O:15][C:16](=[O:18])[CH3:17])[C@@H:8]([S:19][CH3:20])[O:7][C@H:6]1[C:21]1[CH:26]=[CH:25][C:24]([CH3:27])=[C:23]([CH2:28][C:29]2[CH:34]=[CH:33][C:32](Cl)=[CH:31][CH:30]=2)[CH:22]=1)(=[O:3])[CH3:2].[C:36](#[N:40])[CH2:37][CH:38]=[CH2:39].F[B-](F)(F)F.C([PH+](C(C)(C)C)C(C)(C)C)(C)(C)C.C1(C(N)C2CCCCC2)CCCCC1, predict the reaction product.